From a dataset of Full USPTO retrosynthesis dataset with 1.9M reactions from patents (1976-2016). Predict the reactants needed to synthesize the given product. (1) The reactants are: [CH3:1][NH:2][C:3]1[CH:4]=[C:5]([OH:12])[CH:6]=[CH:7][C:8]=1[N+:9]([O-])=O.[CH3:13]O. Given the product [CH3:1][N:2]1[C:3]2[CH:4]=[C:5]([OH:12])[CH:6]=[CH:7][C:8]=2[N:9]=[CH:13]1, predict the reactants needed to synthesize it. (2) Given the product [C:11]([NH:15][S:7]([C:1]1[CH:6]=[CH:5][CH:4]=[CH:3][CH:2]=1)(=[O:9])=[O:8])([CH3:14])([CH3:13])[CH3:12], predict the reactants needed to synthesize it. The reactants are: [C:1]1([S:7](Cl)(=[O:9])=[O:8])[CH:6]=[CH:5][CH:4]=[CH:3][CH:2]=1.[C:11]([NH2:15])([CH3:14])([CH3:13])[CH3:12]. (3) Given the product [C:19]([O:23][C:24]1[C:25]([CH2:30][N:15]2[CH2:14][CH2:13][C:12]([C:10](=[O:11])[CH2:9][C:4]3[CH:5]=[CH:6][CH:7]=[CH:8][C:3]=3[F:2])([CH3:18])[CH2:17][CH2:16]2)=[N:26][CH:27]=[CH:28][N:29]=1)([CH3:22])([CH3:21])[CH3:20], predict the reactants needed to synthesize it. The reactants are: Cl.[F:2][C:3]1[CH:8]=[CH:7][CH:6]=[CH:5][C:4]=1[CH2:9][C:10]([C:12]1([CH3:18])[CH2:17][CH2:16][NH:15][CH2:14][CH2:13]1)=[O:11].[C:19]([O:23][C:24]1[C:25]([CH:30]=O)=[N:26][CH:27]=[CH:28][N:29]=1)([CH3:22])([CH3:21])[CH3:20].C(O[BH-](OC(=O)C)OC(=O)C)(=O)C.[Na+].